Regression. Given a peptide amino acid sequence and an MHC pseudo amino acid sequence, predict their binding affinity value. This is MHC class I binding data. From a dataset of Peptide-MHC class I binding affinity with 185,985 pairs from IEDB/IMGT. (1) The MHC is HLA-B44:03 with pseudo-sequence HLA-B44:03. The peptide sequence is LDVLCPSSL. The binding affinity (normalized) is 0. (2) The peptide sequence is LLECFVRSS. The MHC is H-2-Kb with pseudo-sequence H-2-Kb. The binding affinity (normalized) is 0.0406. (3) The peptide sequence is VVKLLTKPWD. The MHC is HLA-A30:01 with pseudo-sequence HLA-A30:01. The binding affinity (normalized) is 0.258. (4) The peptide sequence is PTNDHIPVVY. The MHC is HLA-A03:01 with pseudo-sequence HLA-A03:01. The binding affinity (normalized) is 0.444. (5) The binding affinity (normalized) is 0.0847. The MHC is HLA-B46:01 with pseudo-sequence HLA-B46:01. The peptide sequence is EHVQGDIDL. (6) The peptide sequence is YFYYNAFHWAI. The MHC is HLA-A02:01 with pseudo-sequence HLA-A02:01. The binding affinity (normalized) is 0.263.